This data is from Human liver microsome stability data. The task is: Regression/Classification. Given a drug SMILES string, predict its absorption, distribution, metabolism, or excretion properties. Task type varies by dataset: regression for continuous measurements (e.g., permeability, clearance, half-life) or binary classification for categorical outcomes (e.g., BBB penetration, CYP inhibition). Dataset: hlm. (1) The drug is CN(C)c1cc(-c2ccncc2)c(-c2ccc3ccccc3c2)nn1. The result is 0 (unstable in human liver microsomes). (2) The molecule is N[C@H](C(=O)Nc1cc2ccnc(O)c2cc1Cl)C1CCCCC1. The result is 0 (unstable in human liver microsomes). (3) The compound is Cc1cc(Nc2ccc3cc4ccccc4cc3c2)n2ncnc2n1. The result is 0 (unstable in human liver microsomes). (4) The molecule is Cn1cc(C=C2C(=O)NN=C2c2nccs2)c2c(OCc3cccc(F)c3)cccc21. The result is 1 (stable in human liver microsomes). (5) The molecule is CS(=O)(=O)Nc1ccc2c(c1)S(=O)(=O)NC(c1c(O)c3cccn3n(Cc3ccc(F)cc3)c1=O)=N2. The result is 0 (unstable in human liver microsomes).